This data is from Peptide-MHC class I binding affinity with 185,985 pairs from IEDB/IMGT. The task is: Regression. Given a peptide amino acid sequence and an MHC pseudo amino acid sequence, predict their binding affinity value. This is MHC class I binding data. (1) The peptide sequence is AEPPFGESY. The MHC is HLA-B44:02 with pseudo-sequence HLA-B44:02. The binding affinity (normalized) is 0.510. (2) The peptide sequence is ALRSRWRAL. The MHC is HLA-B39:01 with pseudo-sequence HLA-B39:01. The binding affinity (normalized) is 0.0847. (3) The peptide sequence is GVFELSDEK. The MHC is HLA-B07:02 with pseudo-sequence HLA-B07:02. The binding affinity (normalized) is 0.0847. (4) The peptide sequence is MLKLRVDVF. The MHC is HLA-A02:16 with pseudo-sequence HLA-A02:16. The binding affinity (normalized) is 0.0847. (5) The peptide sequence is FDAWNNTV. The MHC is Mamu-B01 with pseudo-sequence Mamu-B01. The binding affinity (normalized) is 0.447.